Dataset: Antibody developability classification from SAbDab with 2,409 antibodies. Task: Regression/Classification. Given an antibody's heavy chain and light chain sequences, predict its developability. TAP uses regression for 5 developability metrics; SAbDab uses binary classification. (1) The antibody is ['EVQLVESGGGVVQPGRSLRLSCAASGFTFSSYGMHWVRQAPGKELEWVAVISYDGSIKYYADSVKGRFTISRDNSKNTLYLQMNSLRAEDTAVYYCARTGEYSGYDTDPQYSWGQGTTVTVSS', 'EIVLTQSPSSLSASVGDRVTITCRASQGIGDDLGWYQQKPGKAPILLIYGTSTLQSGVPSRFSGSGSGTDFTLTINSLQPEDFATYYCLQDSNYPLTFGGGTRLEIK']. Result: 0 (not developable). (2) The antibody is ['QVQLQHSGGGLEQPGGSLRISCAASGFTFNTNDMSWVRQAPGKGLQWVSTIIGIDDTTHYADSVRGRFTVSRDTSKNMVYLQMNSLRVEDTALYYCVKNSGIYSFWGQGTLVTVSS', 'DIQMTQSPATLSVSPGETVTLSCRASQSVRTNVAWYRHKAGQAPMILVSGASTRASGAPARFSGSGYGTEFTLTITSLQSEDFAVYYCLQYNTWPRTFGQGTKVEVK']. Result: 1 (developable). (3) The antibody is ['EVQLQQSGTVLARPGASVKMSCKASGYSFTSYWMHWVKQRPGQGLEWIGAVYPGNSDTSYNQKFKGKAKLTAVTSASTAYMELSSLTNEDSAVYYCSRSSLDGYYVKNWCFDVWGQGTTVTVSS', 'DIQMTQSPPYLAASPGETITINCRASKSIRKYLAWYQEKPGKTNKLLIYSGSTLQFGIPSRFSGSGSGTEFTLTISSLEPEDFAMYYCQQHNEYPLTFGAGTKLELK']. Result: 0 (not developable). (4) The antibody is ['QVQLQQPGAELVKPGASVRMSCKASGYTFTNYNMYWVKQSPGQGLEWIGIFYPGNGDTSYNQKFKDKATLTADKSSNTAYMQLSSLTSEDSAVYYCARSGGSYRYDGGFDYWGQGTTLTVSS', 'DIQMTQTTSSLSASLGDRVTISCRASQDISNYLNWYQQNPDGTVKLLIYYTSNLHSEVPSRFSGSGSGTDYSLTISNLEQEDIATYFCQQDFTLPFTFGGGTKLEIR']. Result: 1 (developable). (5) The antibody is ['QVQLQQSGAELVKPGASVKLSCKASGYTFTSYWMQWVKQRPGQGLEWIGEIDPSDSYTNYNQKFKGKATLTVDTSSSTAYMQLSSLTSEDSAVYYCANLRGYFDYWGQGTTLTVSS', 'DVVMTQTPLSLPVSLGDQASISCRSSQSLVHSNGNTYLHWYLQKPGQSPKLLIYKVSNRFSGVPDRFSGSGSGTDFTLKISRVEAEDLGVYFCSQSTHVPRTFGGGTKLEIK']. Result: 0 (not developable).